Dataset: Catalyst prediction with 721,799 reactions and 888 catalyst types from USPTO. Task: Predict which catalyst facilitates the given reaction. (1) Reactant: F[C:2]1[CH:3]=[C:4]([N:11]2[CH:15]=[N:14][N:13]=[CH:12]2)[CH:5]=[C:6]([N+:8]([O-:10])=[O:9])[CH:7]=1.[N:16]([CH:19]1[CH2:24][CH2:23][NH:22][CH2:21][CH:20]1[OH:25])=[N+:17]=[N-:18].C([O-])([O-])=O.[K+].[K+].O. The catalyst class is: 16. Product: [N:16]([C@H:19]1[CH2:24][CH2:23][N:22]([C:2]2[CH:3]=[C:4]([N:11]3[CH:15]=[N:14][N:13]=[CH:12]3)[CH:5]=[C:6]([N+:8]([O-:10])=[O:9])[CH:7]=2)[CH2:21][C@H:20]1[OH:25])=[N+:17]=[N-:18]. (2) Reactant: [CH3:1][N:2]1[C:6]([C:7]([C:9]2[CH:14]=[CH:13][CH:12]=[CH:11][CH:10]=2)=O)=[N:5][N:4]=[N:3]1.[Cl-].[OH:16][NH3+:17]. Product: [CH3:1][N:2]1[C:6]([C:7]([C:9]2[CH:14]=[CH:13][CH:12]=[CH:11][CH:10]=2)=[N:17][OH:16])=[N:5][N:4]=[N:3]1. The catalyst class is: 17.